Dataset: Reaction yield outcomes from USPTO patents with 853,638 reactions. Task: Predict the reaction yield, written as a fraction of the theoretical maximum amount of product (1.0 means a 100% yield; for example, 0.34 means a 34% yield). The reactants are [Cl:1][S:2]([OH:5])(=O)=[O:3].[Cl:6][C:7]1[C:12]([C:13]([C:15]2[NH:16][CH:17]=[CH:18][CH:19]=2)=[O:14])=[CH:11][CH:10]=[CH:9][N:8]=1. No catalyst specified. The product is [Cl:6][C:7]1[C:12]([C:13]([C:15]2[NH:16][CH:17]=[C:18]([S:2]([Cl:1])(=[O:5])=[O:3])[CH:19]=2)=[O:14])=[CH:11][CH:10]=[CH:9][N:8]=1. The yield is 0.950.